Dataset: Forward reaction prediction with 1.9M reactions from USPTO patents (1976-2016). Task: Predict the product of the given reaction. Given the reactants Cl[C:2]1[CH:7]=[C:6]([C:8]2[CH:13]=[C:12]([Cl:14])[CH:11]=[CH:10][C:9]=2[CH2:15][CH3:16])[N:5]=[C:4]([NH2:17])[N:3]=1.[NH2:18][C:19]1[CH:27]=[CH:26][C:22]([CH2:23][CH2:24][OH:25])=[CH:21][CH:20]=1, predict the reaction product. The product is: [NH2:17][C:4]1[N:3]=[C:2]([NH:18][C:19]2[CH:27]=[CH:26][C:22]([CH2:23][CH2:24][OH:25])=[CH:21][CH:20]=2)[CH:7]=[C:6]([C:8]2[CH:13]=[C:12]([Cl:14])[CH:11]=[CH:10][C:9]=2[CH2:15][CH3:16])[N:5]=1.